From a dataset of Peptide-MHC class II binding affinity with 134,281 pairs from IEDB. Regression. Given a peptide amino acid sequence and an MHC pseudo amino acid sequence, predict their binding affinity value. This is MHC class II binding data. (1) The peptide sequence is GELQIVDKIDAAFYI. The MHC is DRB1_1501 with pseudo-sequence DRB1_1501. The binding affinity (normalized) is 0.459. (2) The peptide sequence is PANDKFTVFEAAFNN. The MHC is HLA-DPA10301-DPB10402 with pseudo-sequence HLA-DPA10301-DPB10402. The binding affinity (normalized) is 0.213. (3) The peptide sequence is RTLNKIVYIKPAKNI. The MHC is DRB3_0101 with pseudo-sequence DRB3_0101. The binding affinity (normalized) is 0.420. (4) The peptide sequence is GADATAAAAFEQFLA. The MHC is DRB1_0405 with pseudo-sequence DRB1_0405. The binding affinity (normalized) is 0.351. (5) The peptide sequence is KVAATAANAAPANDKFTVFE. The MHC is HLA-DQA10301-DQB10302 with pseudo-sequence HLA-DQA10301-DQB10302. The binding affinity (normalized) is 0.516. (6) The peptide sequence is IDGKSRKECPFSNRV. The MHC is DRB3_0101 with pseudo-sequence DRB3_0101. The binding affinity (normalized) is 0.219. (7) The peptide sequence is GDEQKLRSAGELELQFRRVK. The MHC is DRB1_0802 with pseudo-sequence DRB1_0802. The binding affinity (normalized) is 0.456.